This data is from Catalyst prediction with 721,799 reactions and 888 catalyst types from USPTO. The task is: Predict which catalyst facilitates the given reaction. (1) Reactant: [Br:1][C:2]1[CH:3]=[C:4]2[C:9](Cl)=[C:8]([C:11]([NH2:13])=[O:12])[CH:7]=[N:6][N:5]2[CH:14]=1.[CH3:15][C@:16]1([NH2:24])[CH2:20][CH2:19][C@@H:18]([NH2:21])[C:17]1([CH3:23])[CH3:22].CCN(C(C)C)C(C)C.CO.C(Cl)Cl. Product: [NH2:24][C@@:16]1([CH3:15])[CH2:20][CH2:19][C@@H:18]([NH:21][C:9]2[C:4]3[N:5]([CH:14]=[C:2]([Br:1])[CH:3]=3)[N:6]=[CH:7][C:8]=2[C:11]([NH2:13])=[O:12])[C:17]1([CH3:23])[CH3:22]. The catalyst class is: 3. (2) Reactant: Cl.Br[C:3]1[CH:4]=[C:5]([CH2:10][NH2:11])[CH:6]=[CH:7][C:8]=1[F:9].[OH:12][CH2:13][C:14]1[CH:15]=[C:16](B(O)O)[CH:17]=[CH:18][CH:19]=1.C(=O)([O-])[O-].[K+].[K+]. Product: [NH4+:11].[OH-:12].[NH2:11][CH2:10][C:5]1[CH:6]=[CH:7][C:8]([F:9])=[C:3]([C:18]2[CH:17]=[CH:16][CH:15]=[C:14]([CH2:13][OH:12])[CH:19]=2)[CH:4]=1. The catalyst class is: 70. (3) Reactant: [Cl:1][C:2]1[CH:7]=[CH:6][CH:5]=[C:4]([Cl:8])[C:3]=1[C:9]1[C:13]([CH2:14][CH2:15][CH:16]=[O:17])=[C:12]([CH:18]([CH3:20])[CH3:19])[O:11][N:10]=1.[BH4-].[Na+].[Cl-].[NH4+]. Product: [Cl:8][C:4]1[CH:5]=[CH:6][CH:7]=[C:2]([Cl:1])[C:3]=1[C:9]1[C:13]([CH2:14][CH2:15][CH2:16][OH:17])=[C:12]([CH:18]([CH3:20])[CH3:19])[O:11][N:10]=1. The catalyst class is: 5. (4) Reactant: [Si]([O:8][CH2:9][C@@H:10]1[C@@H:14]([O:15][Si:16]([CH:23]([CH3:25])[CH3:24])([CH:20]([CH3:22])[CH3:21])[CH:17]([CH3:19])[CH3:18])[CH2:13][C@H:12]([NH:26][C:27]2[C:32]([C:33]([C:35]3[S:36][C:37]([Cl:49])=[C:38]([C:40](=[O:48])[C:41]4[CH:46]=[CH:45][CH:44]=[C:43]([Cl:47])[CH:42]=4)[CH:39]=3)=[O:34])=[CH:31][N:30]=[CH:29][N:28]=2)[CH2:11]1)(C(C)(C)C)(C)C.Cl. Product: [Cl:49][C:37]1[S:36][C:35]([C:33]([C:32]2[C:27]([NH:26][C@H:12]3[CH2:13][C@H:14]([O:15][Si:16]([CH:17]([CH3:18])[CH3:19])([CH:23]([CH3:24])[CH3:25])[CH:20]([CH3:21])[CH3:22])[C@@H:10]([CH2:9][OH:8])[CH2:11]3)=[N:28][CH:29]=[N:30][CH:31]=2)=[O:34])=[CH:39][C:38]=1[C:40](=[O:48])[C:41]1[CH:46]=[CH:45][CH:44]=[C:43]([Cl:47])[CH:42]=1. The catalyst class is: 14. (5) Reactant: [Cl:1][C:2]1[C:3]([OH:15])=[CH:4][C:5]([CH3:14])=[C:6]([CH2:8][C:9]([O:11][CH2:12][CH3:13])=[O:10])[CH:7]=1.[F:16][C:17]([F:36])([F:35])[S:18](N(C1C=CC=CC=1)[S:18]([C:17]([F:36])([F:35])[F:16])(=[O:20])=[O:19])(=[O:20])=[O:19].C(=O)([O-])[O-].[K+].[K+]. Product: [Cl:1][C:2]1[C:3]([O:15][S:18]([C:17]([F:36])([F:35])[F:16])(=[O:20])=[O:19])=[CH:4][C:5]([CH3:14])=[C:6]([CH2:8][C:9]([O:11][CH2:12][CH3:13])=[O:10])[CH:7]=1. The catalyst class is: 1. (6) Reactant: [CH3:1][C:2]1([CH3:21])[CH2:8][C:7]([CH2:13][C:14]#[CH:15])([C:9]([F:12])([F:11])[F:10])[O:6][CH:5]([OH:16])[C:4]2[CH:17]=[CH:18][CH:19]=[CH:20][C:3]1=2.CC(=CC)C.C1C[O:30]CC1.Cl([O-])=O.[Na+].P([O-])([O-])(O)=O.[Na+].[Na+]. Product: [OH:6][C:7]([C:9]([F:12])([F:11])[F:10])([CH2:13][C:14]#[CH:15])[CH2:8][C:2]([C:3]1[CH:20]=[CH:19][CH:18]=[CH:17][C:4]=1[C:5]([OH:30])=[O:16])([CH3:21])[CH3:1]. The catalyst class is: 371.